Dataset: Full USPTO retrosynthesis dataset with 1.9M reactions from patents (1976-2016). Task: Predict the reactants needed to synthesize the given product. (1) Given the product [Cl:25][C:23]1([Cl:26])[CH2:24][CH:22]1[CH2:21][C:9]([CH2:8][C:7]1[CH:6]=[CH:5][C:4]([O:3][C:2]([F:16])([F:17])[F:1])=[CH:15][CH:14]=1)([C:12]#[N:13])[C:10]#[N:11], predict the reactants needed to synthesize it. The reactants are: [F:1][C:2]([F:17])([F:16])[O:3][C:4]1[CH:15]=[CH:14][C:7]([CH2:8][CH:9]([C:12]#[N:13])[C:10]#[N:11])=[CH:6][CH:5]=1.[H-].[Na+].Br[CH2:21][CH:22]1[CH2:24][C:23]1([Cl:26])[Cl:25]. (2) Given the product [CH3:36][O:37][C:38]1[C:43]([NH:44][S:45]([CH3:48])(=[O:47])=[O:46])=[CH:42][C:41]([C:2]2[CH:10]=[C:9]3[C:5]([CH:6]=[N:7][NH:8]3)=[C:4]([C:20]3[O:24][C:23]([CH2:25][N:26]4[CH2:35][C:30]5([CH2:31][CH2:32][CH2:33][CH2:34]5)[O:29][CH2:28][CH2:27]4)=[N:22][N:21]=3)[CH:3]=2)=[CH:40][N:39]=1, predict the reactants needed to synthesize it. The reactants are: Br[C:2]1[CH:10]=[C:9]2[C:5]([CH:6]=[N:7][N:8]2S(C2C=CC=CC=2)(=O)=O)=[C:4]([C:20]2[O:24][C:23]([CH2:25][N:26]3[CH2:35][C:30]4([CH2:34][CH2:33][CH2:32][CH2:31]4)[O:29][CH2:28][CH2:27]3)=[N:22][N:21]=2)[CH:3]=1.[CH3:36][O:37][C:38]1[C:43]([NH:44][S:45]([CH3:48])(=[O:47])=[O:46])=[CH:42][C:41](B2OC(C)(C)C(C)(C)O2)=[CH:40][N:39]=1.[O-]P([O-])([O-])=O.[K+].[K+].[K+].[OH-].[Na+]. (3) Given the product [NH2:16][C:15]1[C:10]2[C:9]([C:17]3[CH:22]=[CH:21][CH:20]=[C:19]([O:23][CH2:24][C:25]4[CH:30]=[CH:29][CH:28]=[CH:27][CH:26]=4)[CH:18]=3)=[CH:8][N:7]([C@@H:5]3[CH2:4][C@H:3]([CH2:2][NH:1][C:37]([NH:36][CH2:35][C:34]4[CH:39]=[CH:40][CH:41]=[C:32]([CH3:31])[CH:33]=4)=[O:38])[CH2:6]3)[C:11]=2[N:12]=[CH:13][N:14]=1, predict the reactants needed to synthesize it. The reactants are: [NH2:1][CH2:2][C@@H:3]1[CH2:6][C@H:5]([N:7]2[C:11]3[N:12]=[CH:13][N:14]=[C:15]([NH2:16])[C:10]=3[C:9]([C:17]3[CH:22]=[CH:21][CH:20]=[C:19]([O:23][CH2:24][C:25]4[CH:30]=[CH:29][CH:28]=[CH:27][CH:26]=4)[CH:18]=3)=[CH:8]2)[CH2:4]1.[CH3:31][C:32]1[CH:33]=[C:34]([CH:39]=[CH:40][CH:41]=1)[CH2:35][N:36]=[C:37]=[O:38]. (4) Given the product [Cl:1][C:2]1[CH:3]=[CH:4][C:5]([S:33]([CH2:36][CH3:37])(=[O:34])=[O:35])=[C:6]([CH:32]=1)[CH2:7][N:8]1[C:17](=[O:18])[C:16]2[C:11](=[CH:12][C:13]([CH2:24][N:25]3[CH2:26][CH2:27][N:28]([CH:38]4[CH2:43][CH2:42][CH2:41][CH2:40][CH2:39]4)[CH2:29][CH2:30]3)=[C:14]([O:19][C:20]([F:23])([F:21])[F:22])[CH:15]=2)[NH:10][C:9]1=[O:31], predict the reactants needed to synthesize it. The reactants are: [Cl:1][C:2]1[CH:3]=[CH:4][C:5]([S:33]([CH2:36][CH3:37])(=[O:35])=[O:34])=[C:6]([CH:32]=1)[CH2:7][N:8]1[C:17](=[O:18])[C:16]2[C:11](=[CH:12][C:13]([CH2:24][N:25]3[CH2:30][CH2:29][NH:28][CH2:27][CH2:26]3)=[C:14]([O:19][C:20]([F:23])([F:22])[F:21])[CH:15]=2)[NH:10][C:9]1=[O:31].[C:38]1(=O)[CH2:43][CH2:42][CH2:41][CH2:40][CH2:39]1. (5) Given the product [Cl:22][C:23]1[CH:28]=[C:27]([C:2]2[N:7]=[C:6]([C:8]([F:11])([F:10])[F:9])[CH:5]=[C:4]([C:12]3[CH:17]=[CH:16][CH:15]=[C:14]([C:18]([F:21])([F:20])[F:19])[CH:13]=3)[N:3]=2)[CH:26]=[CH:25][N:24]=1, predict the reactants needed to synthesize it. The reactants are: Cl[C:2]1[N:7]=[C:6]([C:8]([F:11])([F:10])[F:9])[CH:5]=[C:4]([C:12]2[CH:17]=[CH:16][CH:15]=[C:14]([C:18]([F:21])([F:20])[F:19])[CH:13]=2)[N:3]=1.[Cl:22][C:23]1[CH:28]=[C:27](B(O)O)[CH:26]=[CH:25][N:24]=1.